Dataset: Catalyst prediction with 721,799 reactions and 888 catalyst types from USPTO. Task: Predict which catalyst facilitates the given reaction. (1) Reactant: CN(C(ON1N=NC2C=CC=NC1=2)=[N+](C)C)C.F[P-](F)(F)(F)(F)F.[Cl:25][C:26]1[N:31]=[C:30]([CH3:32])[C:29]([C:33]([OH:35])=O)=[CH:28][CH:27]=1.CCN(C(C)C)C(C)C.[CH3:45][C:46]1[CH:47]=[C:48]([CH:51]=[CH:52][C:53]=1[S:54]([N:57]1[CH2:62][CH2:61][NH:60][C@@H:59]([CH3:63])[CH2:58]1)(=[O:56])=[O:55])[C:49]#[N:50]. Product: [Cl:25][C:26]1[N:31]=[C:30]([CH3:32])[C:29]([C:33]([N:60]2[CH2:61][CH2:62][N:57]([S:54]([C:53]3[CH:52]=[CH:51][C:48]([C:49]#[N:50])=[CH:47][C:46]=3[CH3:45])(=[O:56])=[O:55])[CH2:58][C@@H:59]2[CH3:63])=[O:35])=[CH:28][CH:27]=1. The catalyst class is: 3. (2) Reactant: [Cl:1][C:2]1[CH:3]=[C:4]2[C:8](=[CH:9][CH:10]=1)[NH:7][C:6]([C:11](=[O:18])[CH2:12][CH2:13][CH2:14][CH2:15][CH2:16][CH3:17])=[CH:5]2.[CH3:19][Si]([N-][Si](C)(C)C)(C)C.[K+].[Br:29][C:30]1[CH:31]=[C:32]([CH:37]=[CH:38][C:39]=1[CH2:40]Br)[C:33]([O:35][CH3:36])=[O:34]. Product: [Br:29][C:30]1[CH:31]=[C:32]([CH:37]=[CH:38][C:39]=1[CH2:40][CH:12]([C:11]([C:6]1[N:7]([CH3:19])[C:8]2[C:4]([CH:5]=1)=[CH:3][C:2]([Cl:1])=[CH:10][CH:9]=2)=[O:18])[CH2:13][CH2:14][CH2:15][CH2:16][CH3:17])[C:33]([O:35][CH3:36])=[O:34]. The catalyst class is: 1. (3) Reactant: [NH2:1][C:2]1[N:7]=[CH:6][N:5]=[C:4]2[N:8]([C@@H:26]3[CH2:31][CH2:30][CH2:29][N:28](C(OC(C)(C)C)=O)[CH2:27]3)[N:9]=[C:10]([C:11]3[CH:16]=[CH:15][C:14]([O:17][C:18]4[CH:23]=[C:22]([F:24])[CH:21]=[CH:20][C:19]=4[F:25])=[CH:13][CH:12]=3)[C:3]=12.C(O)(C(F)(F)F)=O. Product: [F:25][C:19]1[CH:20]=[CH:21][C:22]([F:24])=[CH:23][C:18]=1[O:17][C:14]1[CH:13]=[CH:12][C:11]([C:10]2[C:3]3[C:4](=[N:5][CH:6]=[N:7][C:2]=3[NH2:1])[N:8]([C@@H:26]3[CH2:31][CH2:30][CH2:29][NH:28][CH2:27]3)[N:9]=2)=[CH:16][CH:15]=1. The catalyst class is: 4. (4) Reactant: Cl.Cl.[NH2:3][C:4]1[CH:5]=[CH:6][C:7]([N:11]2[CH2:16][CH2:15][CH2:14][C@@H:13]([C:17]([N:19]3[CH2:23][CH2:22][CH2:21][CH2:20]3)=[O:18])[CH2:12]2)=[N:8][C:9]=1[NH2:10].C(O)(=O)C.C(N(CC)CC)C.[CH:35]1([C:38]2[N:43]=[C:42]([C:44](=N)OCC)[CH:41]=[CH:40][N:39]=2)[CH2:37][CH2:36]1. Product: [CH:35]1([C:38]2[N:43]=[C:42]([C:44]3[NH:10][C:9]4=[N:8][C:7]([N:11]5[CH2:16][CH2:15][CH2:14][C@@H:13]([C:17]([N:19]6[CH2:23][CH2:22][CH2:21][CH2:20]6)=[O:18])[CH2:12]5)=[CH:6][CH:5]=[C:4]4[N:3]=3)[CH:41]=[CH:40][N:39]=2)[CH2:37][CH2:36]1. The catalyst class is: 8. (5) Reactant: [CH:1]1([CH2:5][NH:6][C:7]2[CH:12]=[CH:11][C:10]([N:13]([CH3:23])[S:14]([C:17]3[CH:22]=[CH:21][CH:20]=[CH:19][CH:18]=3)(=[O:16])=[O:15])=[CH:9][C:8]=2[N+:24]([O-])=O)[CH2:4][CH2:3][CH2:2]1. Product: [NH2:24][C:8]1[CH:9]=[C:10]([N:13]([CH3:23])[S:14]([C:17]2[CH:18]=[CH:19][CH:20]=[CH:21][CH:22]=2)(=[O:16])=[O:15])[CH:11]=[CH:12][C:7]=1[NH:6][CH2:5][CH:1]1[CH2:4][CH2:3][CH2:2]1. The catalyst class is: 45. (6) Reactant: [O:1]1[C:5]2([CH2:10][CH2:9][NH:8][CH2:7][CH2:6]2)[O:4][CH2:3][CH2:2]1.C(N(CC)CC)C.Cl[C:19]([O:21][CH:22]([CH3:24])[CH3:23])=[O:20]. Product: [CH:22]([O:21][C:19]([N:8]1[CH2:9][CH2:10][C:5]2([O:4][CH2:3][CH2:2][O:1]2)[CH2:6][CH2:7]1)=[O:20])([CH3:24])[CH3:23]. The catalyst class is: 4. (7) Reactant: Cl.CN(C)CCCN=C=NCC.ON1C2C=CC=CC=2N=N1.[NH2:23][C:24]([C:26]1[CH:36]=[CH:35][C:29]([O:30][CH2:31][C:32]([OH:34])=O)=[CH:28][CH:27]=1)=[O:25].Cl.Cl.[N:39]1([C:45]([O:47][C:48]2[CH:49]=[N:50][CH:51]=[CH:52][CH:53]=2)=[O:46])[CH2:44][CH2:43][CH2:42][CH2:41][CH2:40]1.C(=O)([O-])O.[Na+]. Product: [NH2:23][C:24]([C:26]1[CH:27]=[CH:28][C:29]([O:30][CH2:31][C:32]([CH:42]2[CH2:43][CH2:44][N:39]([C:45]([O:47][C:48]3[CH:49]=[N:50][CH:51]=[CH:52][CH:53]=3)=[O:46])[CH2:40][CH2:41]2)=[O:34])=[CH:35][CH:36]=1)=[O:25]. The catalyst class is: 3.